Dataset: Full USPTO retrosynthesis dataset with 1.9M reactions from patents (1976-2016). Task: Predict the reactants needed to synthesize the given product. Given the product [CH3:6][C:5]1[C:4]([C:8]([F:11])([F:10])[F:9])=[CH:3][NH:2][N:14]=1, predict the reactants needed to synthesize it. The reactants are: C[N:2](C)/[CH:3]=[C:4](\[C:8]([F:11])([F:10])[F:9])/[C:5](=O)[CH3:6].O.[NH2:14]N.